From a dataset of NCI-60 drug combinations with 297,098 pairs across 59 cell lines. Regression. Given two drug SMILES strings and cell line genomic features, predict the synergy score measuring deviation from expected non-interaction effect. (1) Drug 1: CCC1=C2CN3C(=CC4=C(C3=O)COC(=O)C4(CC)O)C2=NC5=C1C=C(C=C5)O. Drug 2: C1=NNC2=C1C(=O)NC=N2. Cell line: DU-145. Synergy scores: CSS=31.0, Synergy_ZIP=2.89, Synergy_Bliss=8.03, Synergy_Loewe=-15.1, Synergy_HSA=3.22. (2) Drug 1: C1CNP(=O)(OC1)N(CCCl)CCCl. Drug 2: COCCOC1=C(C=C2C(=C1)C(=NC=N2)NC3=CC=CC(=C3)C#C)OCCOC. Cell line: HT29. Synergy scores: CSS=32.4, Synergy_ZIP=11.1, Synergy_Bliss=13.1, Synergy_Loewe=-16.4, Synergy_HSA=7.32. (3) Drug 1: CCN(CC)CCNC(=O)C1=C(NC(=C1C)C=C2C3=C(C=CC(=C3)F)NC2=O)C. Drug 2: CC1=C(C(=CC=C1)Cl)NC(=O)C2=CN=C(S2)NC3=CC(=NC(=N3)C)N4CCN(CC4)CCO. Cell line: NCIH23. Synergy scores: CSS=69.3, Synergy_ZIP=11.8, Synergy_Bliss=11.7, Synergy_Loewe=15.9, Synergy_HSA=20.9. (4) Drug 1: C1CN1P(=S)(N2CC2)N3CC3. Drug 2: C1=NC(=NC(=O)N1C2C(C(C(O2)CO)O)O)N. Cell line: NCI-H522. Synergy scores: CSS=28.4, Synergy_ZIP=-8.48, Synergy_Bliss=-3.06, Synergy_Loewe=-16.6, Synergy_HSA=-3.47. (5) Drug 1: C1=CC(=CC=C1C#N)C(C2=CC=C(C=C2)C#N)N3C=NC=N3. Drug 2: C1C(C(OC1N2C=NC(=NC2=O)N)CO)O. Cell line: SF-295. Synergy scores: CSS=-0.480, Synergy_ZIP=-1.55, Synergy_Bliss=-2.70, Synergy_Loewe=-1.26, Synergy_HSA=-2.74. (6) Drug 1: CN1C2=C(C=C(C=C2)N(CCCl)CCCl)N=C1CCCC(=O)O.Cl. Drug 2: CN(C(=O)NC(C=O)C(C(C(CO)O)O)O)N=O. Cell line: HT29. Synergy scores: CSS=2.07, Synergy_ZIP=-0.593, Synergy_Bliss=-0.804, Synergy_Loewe=-2.41, Synergy_HSA=-1.93. (7) Drug 1: CC1C(C(CC(O1)OC2CC(CC3=C2C(=C4C(=C3O)C(=O)C5=C(C4=O)C(=CC=C5)OC)O)(C(=O)CO)O)N)O.Cl. Drug 2: C(CCl)NC(=O)N(CCCl)N=O. Cell line: SF-295. Synergy scores: CSS=33.3, Synergy_ZIP=-3.16, Synergy_Bliss=-3.78, Synergy_Loewe=-2.24, Synergy_HSA=-0.908.